From a dataset of Reaction yield outcomes from USPTO patents with 853,638 reactions. Predict the reaction yield, written as a fraction of the theoretical maximum amount of product (1.0 means a 100% yield; for example, 0.34 means a 34% yield). (1) The reactants are [CH2:1]([C:3]1[CH:4]=[C:5]2[C:9](=[CH:10][CH:11]=1)[NH:8][CH2:7][CH2:6]2)[CH3:2].[N+:12]([O-])([O-:14])=[O:13].[K+].[OH-].[Na+]. The catalyst is OS(O)(=O)=O. The product is [CH2:1]([C:3]1[CH:4]=[C:5]2[C:9](=[CH:10][C:11]=1[N+:12]([O-:14])=[O:13])[NH:8][CH2:7][CH2:6]2)[CH3:2]. The yield is 0.580. (2) The reactants are [CH2:1]1[C:3]2([CH2:8][CH:7]([C:9]([NH2:11])=[O:10])[CH2:6][NH:5][CH2:4]2)[CH2:2]1.[C:12](=[O:30])([O-])[O:13][CH:14]1[CH2:19][CH2:18][O:17][CH:16](C2C=CC([N+]([O-])=O)=CC=2)[CH2:15]1.[CH3:31][CH2:32][N:33]([CH:37]([CH3:39])C)[CH:34]([CH3:36])[CH3:35].[CH2:40]1[CH2:44][O:43][CH2:42][CH2:41]1. No catalyst specified. The product is [CH2:42]([O:43][NH:11][C:9]([C@H:7]1[CH2:8][C:3]2([CH2:2][CH2:1]2)[CH2:4][N:5]([C:12]([O:13][CH:14]2[CH2:15][CH2:16][O:17][CH2:18][CH2:19]2)=[O:30])[C@@H:6]1[C:9]([N:11]1[CH2:31][CH2:32][N:33]([C:34]2[CH:35]=[CH:8][CH:7]=[CH:6][CH:36]=2)[CH2:37][CH2:39]1)=[O:10])=[O:10])[C:41]1[CH:40]=[CH:44][CH:3]=[CH:1][CH:2]=1. The yield is 1.00. (3) The reactants are B(F)(F)F.CCOCC.[C:10]([C:14]1[CH:15]=[C:16]([C:20]2(O)[CH2:25][CH2:24][C:23](=[CH2:26])[CH2:22][CH2:21]2)[CH:17]=[CH:18][CH:19]=1)([CH3:13])([CH3:12])[CH3:11].[N:28]([Si](C)(C)C)=[N+:29]=[N-:30].C(OCC)(=O)C. The catalyst is C(OCC)C.[Cl-].[NH4+]. The product is [N:28]([C:20]1([C:16]2[CH:17]=[CH:18][CH:19]=[C:14]([C:10]([CH3:13])([CH3:12])[CH3:11])[CH:15]=2)[CH2:25][CH2:24][C:23](=[CH2:26])[CH2:22][CH2:21]1)=[N+:29]=[N-:30]. The yield is 0.370. (4) The reactants are [CH3:1][C:2]1([CH3:18])[CH2:7][CH:6](O)[CH:5]=[C:4]([C:9]2[CH:14]=[CH:13][N:12]=[CH:11][C:10]=2[N+:15]([O-:17])=[O:16])[CH2:3]1.C1(P(C2C=CC=CC=2)C2C=CC=CC=2)C=CC=CC=1.[C:38]1(=[O:48])[NH:42][C:41](=[O:43])[C:40]2=[CH:44][CH:45]=[CH:46][CH:47]=[C:39]12.N(C(OC(C)(C)C)=O)=NC(OC(C)(C)C)=O. The catalyst is C1COCC1. The product is [CH3:1][C:2]1([CH3:18])[CH2:7][CH:6]([N:42]2[C:38](=[O:48])[C:39]3[C:40](=[CH:44][CH:45]=[CH:46][CH:47]=3)[C:41]2=[O:43])[CH:5]=[C:4]([C:9]2[CH:14]=[CH:13][N:12]=[CH:11][C:10]=2[N+:15]([O-:17])=[O:16])[CH2:3]1. The yield is 0.990. (5) The reactants are F[P-](F)(F)(F)(F)F.N1(OC(N(C)C)=[N+](C)C)C2N=CC=CC=2N=N1.[F:25][C:26]1[CH:27]=[C:28]([CH:32]=[CH:33][CH:34]=1)[C:29]([OH:31])=O.CCN(C(C)C)C(C)C.[CH2:44]([O:51][C:52]1[CH:60]=[C:55]2[CH2:56][NH:57][CH2:58][CH2:59][N:54]2[N:53]=1)[C:45]1[CH:50]=[CH:49][CH:48]=[CH:47][CH:46]=1. The catalyst is CN(C=O)C.[NH4+].[Cl-]. The product is [CH2:44]([O:51][C:52]1[CH:60]=[C:55]2[CH2:56][N:57]([C:29]([C:28]3[CH:32]=[CH:33][CH:34]=[C:26]([F:25])[CH:27]=3)=[O:31])[CH2:58][CH2:59][N:54]2[N:53]=1)[C:45]1[CH:46]=[CH:47][CH:48]=[CH:49][CH:50]=1. The yield is 0.450. (6) The reactants are Cl.Cl.[CH3:3][S:4]([C:7]1[CH:12]=[CH:11][C:10]([C:13]2[CH:14]=[CH:15][C:16]([O:19][CH2:20][CH:21]3[CH2:26][CH2:25][NH:24][CH2:23][CH2:22]3)=[N:17][CH:18]=2)=[CH:9][CH:8]=1)(=[O:6])=[O:5].C(N(C(C)C)CC)(C)C.Cl[C:37]([O:39][CH:40]([CH3:42])[CH3:41])=[O:38]. No catalyst specified. The product is [CH3:3][S:4]([C:7]1[CH:12]=[CH:11][C:10]([C:13]2[CH:14]=[CH:15][C:16]([O:19][CH2:20][CH:21]3[CH2:26][CH2:25][N:24]([C:37]([O:39][CH:40]([CH3:42])[CH3:41])=[O:38])[CH2:23][CH2:22]3)=[N:17][CH:18]=2)=[CH:9][CH:8]=1)(=[O:5])=[O:6]. The yield is 0.980.